From a dataset of Retrosynthesis with 50K atom-mapped reactions and 10 reaction types from USPTO. Predict the reactants needed to synthesize the given product. The reactants are: CCOC(=O)CN(CC(=O)Nc1ccc(-c2ccncc2)cc1)c1ccccc1. Given the product O=C(CN(CCO)c1ccccc1)Nc1ccc(-c2ccncc2)cc1, predict the reactants needed to synthesize it.